Dataset: Full USPTO retrosynthesis dataset with 1.9M reactions from patents (1976-2016). Task: Predict the reactants needed to synthesize the given product. (1) Given the product [Cl:41][C:38]1[CH:39]=[CH:40][C:35]([CH:18]([C:15]2[CH:14]=[CH:13][C:12]([Cl:11])=[CH:17][CH:16]=2)[N:19]2[CH2:22][CH:21]([CH:23]([C:27]3[CH:28]=[C:29]([F:34])[CH:30]=[C:31]([F:33])[CH:32]=3)[C:24]([CH3:25])=[O:26])[CH2:20]2)=[CH:36][CH:37]=1, predict the reactants needed to synthesize it. The reactants are: C(Cl)(=O)C(Cl)=O.CS(C)=O.[Cl:11][C:12]1[CH:17]=[CH:16][C:15]([CH:18]([C:35]2[CH:40]=[CH:39][C:38]([Cl:41])=[CH:37][CH:36]=2)[N:19]2[CH2:22][CH:21]([CH:23]([C:27]3[CH:32]=[C:31]([F:33])[CH:30]=[C:29]([F:34])[CH:28]=3)[CH:24]([OH:26])[CH3:25])[CH2:20]2)=[CH:14][CH:13]=1.C(N(CC)CC)C. (2) Given the product [CH:9]([C:13]1[C:14]([NH:25][CH2:26][C:27]([F:30])([F:29])[F:28])=[N:15][C:16]([N:20]2[CH:24]=[CH:23][CH:22]=[N:21]2)=[N:17][C:18]=1[S:2][CH3:1])([CH2:11][CH3:12])[CH3:10], predict the reactants needed to synthesize it. The reactants are: [CH3:1][SH:2].[Na].O1CCCC1.[CH:9]([C:13]1[C:14]([NH:25][CH2:26][C:27]([F:30])([F:29])[F:28])=[N:15][C:16]([N:20]2[CH:24]=[CH:23][CH:22]=[N:21]2)=[N:17][C:18]=1Cl)([CH2:11][CH3:12])[CH3:10].